From a dataset of Forward reaction prediction with 1.9M reactions from USPTO patents (1976-2016). Predict the product of the given reaction. (1) Given the reactants [I-:1].[Na+].CNCCNC.Br[C:10]1[N:15]=[C:14]([O:16][CH3:17])[C:13]([NH2:18])=[CH:12][CH:11]=1.O, predict the reaction product. The product is: [I:1][C:10]1[N:15]=[C:14]([O:16][CH3:17])[C:13]([NH2:18])=[CH:12][CH:11]=1. (2) Given the reactants Cl[CH:2]([C:14]1[CH:19]=[CH:18][CH:17]=[CH:16][CH:15]=1)[C:3]([C:5]1[C:13]2[C:8](=[CH:9][CH:10]=[CH:11][CH:12]=2)[NH:7][CH:6]=1)=[O:4].[F:20][C:21]1[CH:22]=[C:23]([CH:25]=[CH:26][CH:27]=1)[NH2:24].CCN(C(C)C)C(C)C, predict the reaction product. The product is: [F:20][C:21]1[CH:22]=[C:23]([NH:24][CH:2]([C:14]2[CH:19]=[CH:18][CH:17]=[CH:16][CH:15]=2)[C:3]([C:5]2[C:13]3[C:8](=[CH:9][CH:10]=[CH:11][CH:12]=3)[NH:7][CH:6]=2)=[O:4])[CH:25]=[CH:26][CH:27]=1.